The task is: Predict the product of the given reaction.. This data is from Forward reaction prediction with 1.9M reactions from USPTO patents (1976-2016). (1) Given the reactants [NH:1]1[CH2:4][CH:3]([N:5]2[CH2:10][CH2:9][N:8]([C:11]([C:13]3[S:14][CH:15]=[CH:16][N:17]=3)=[O:12])[CH2:7][CH2:6]2)[CH2:2]1.CCN(CC)CC.[F:25][C:26]1[C:27]2[CH:37]=[C:36]([C:38]3[CH:43]=[CH:42][CH:41]=[CH:40][CH:39]=3)[CH:35]=[CH:34][C:28]=2[S:29][C:30]=1[C:31](Cl)=[O:32], predict the reaction product. The product is: [F:25][C:26]1[C:27]2[CH:37]=[C:36]([C:38]3[CH:43]=[CH:42][CH:41]=[CH:40][CH:39]=3)[CH:35]=[CH:34][C:28]=2[S:29][C:30]=1[C:31]([N:1]1[CH2:2][CH:3]([N:5]2[CH2:6][CH2:7][N:8]([C:11]([C:13]3[S:14][CH:15]=[CH:16][N:17]=3)=[O:12])[CH2:9][CH2:10]2)[CH2:4]1)=[O:32]. (2) Given the reactants [Cl:1][CH2:2][C:3]1[NH:4][C:5]2[CH:11]=[CH:10][CH:9]=[CH:8][C:6]=2[N:7]=1.C(N(CC)C(C)C)(C)C.[CH3:21][Si:22]([CH3:29])([CH3:28])[CH2:23][CH2:24][O:25][CH2:26]Cl, predict the reaction product. The product is: [Cl:1][CH2:2][C:3]1[N:4]([CH2:26][O:25][CH2:24][CH2:23][Si:22]([CH3:29])([CH3:28])[CH3:21])[C:5]2[CH:11]=[CH:10][CH:9]=[CH:8][C:6]=2[N:7]=1. (3) Given the reactants [N:1]1([C:7]2[N:8]=[N:9][CH:10]=[CH:11][N:12]=2)[CH2:6][CH2:5][NH:4][CH2:3][CH2:2]1.C(N(CC)CC)C.[F:20][C:21]([C:24]1[CH:32]=[CH:31][CH:30]=[CH:29][C:25]=1[C:26](Cl)=[O:27])([F:23])[F:22].CCOC(C)=O, predict the reaction product. The product is: [N:9]1[CH:10]=[CH:11][N:12]=[C:7]([N:1]2[CH2:6][CH2:5][N:4]([C:26]([C:25]3[CH:29]=[CH:30][CH:31]=[CH:32][C:24]=3[C:21]([F:20])([F:22])[F:23])=[O:27])[CH2:3][CH2:2]2)[N:8]=1. (4) Given the reactants [C:1]([O:5][C:6](=[O:14])[C:7]1[CH:12]=[CH:11][CH:10]=[C:9]([NH2:13])[CH:8]=1)([CH3:4])([CH3:3])[CH3:2].[N:15]1[CH:20]=[CH:19][CH:18]=[C:17]([S:21](Cl)(=[O:23])=[O:22])[CH:16]=1, predict the reaction product. The product is: [C:1]([O:5][C:6](=[O:14])[C:7]1[CH:12]=[CH:11][CH:10]=[C:9]([NH:13][S:21]([C:17]2[CH:16]=[N:15][CH:20]=[CH:19][CH:18]=2)(=[O:23])=[O:22])[CH:8]=1)([CH3:4])([CH3:2])[CH3:3]. (5) Given the reactants Br[C:2]1[CH:27]=[CH:26][C:5]([CH2:6][O:7][CH2:8][C@@H:9]2[CH2:11][C@@H:10]2[CH:12]2[CH2:17][CH2:16][N:15]([C:18]3[N:23]=[CH:22][C:21]([CH2:24][CH3:25])=[CH:20][N:19]=3)[CH2:14][CH2:13]2)=[CH:4][CH:3]=1.[NH:28]1[CH:32]=[CH:31][N:30]=[N:29]1.CC([O-])(C)C.[Na+].CNCCNC, predict the reaction product. The product is: [CH2:24]([C:21]1[CH:20]=[N:19][C:18]([N:15]2[CH2:16][CH2:17][CH:12]([C@H:10]3[CH2:11][C@H:9]3[CH2:8][O:7][CH2:6][C:5]3[CH:26]=[CH:27][C:2]([N:28]4[CH:32]=[CH:31][N:30]=[N:29]4)=[CH:3][CH:4]=3)[CH2:13][CH2:14]2)=[N:23][CH:22]=1)[CH3:25]. (6) Given the reactants [F:1][C:2]([F:28])([F:27])[C:3]1[CH:4]=[C:5]([C@H:13]2[C@H:22]([C:23](O)=[O:24])[C:21]3[C:16](=[CH:17][CH:18]=[CH:19][CH:20]=3)[C:15](=[O:26])[NH:14]2)[CH:6]=[C:7]([C:9]([F:12])([F:11])[F:10])[CH:8]=1.C1CN([P+](ON2N=NC3C=CC=CC2=3)(N2CCCC2)N2CCCC2)CC1.F[P-](F)(F)(F)(F)F.[NH2:62][N:63]1[CH2:68][CH2:67][O:66][CH2:65][CH2:64]1.C(N(CC)C(C)C)(C)C, predict the reaction product. The product is: [F:11][C:9]([F:10])([F:12])[C:7]1[CH:6]=[C:5]([C@H:13]2[C@H:22]([C:23]([NH:62][N:63]3[CH2:68][CH2:67][O:66][CH2:65][CH2:64]3)=[O:24])[C:21]3[C:16](=[CH:17][CH:18]=[CH:19][CH:20]=3)[C:15](=[O:26])[NH:14]2)[CH:4]=[C:3]([C:2]([F:1])([F:28])[F:27])[CH:8]=1. (7) Given the reactants [O:1]1[C:5]([C:6]([NH2:8])=[O:7])=[CH:4][N:3]=[CH:2]1.[I:9]I.[O-]S([O-])(=S)=O.[Na+].[Na+].N, predict the reaction product. The product is: [I:9][C:2]1[O:1][C:5]([C:6]([NH2:8])=[O:7])=[CH:4][N:3]=1.